This data is from Catalyst prediction with 721,799 reactions and 888 catalyst types from USPTO. The task is: Predict which catalyst facilitates the given reaction. (1) Reactant: [C:1]([O:5][C:6](=[O:25])[NH:7][C:8]1[CH:13]=[C:12]([O:14][CH3:15])[CH:11]=[CH:10][C:9]=1[CH2:16][C:17](=[O:24])[C:18]1[CH:23]=[CH:22][CH:21]=[CH:20][CH:19]=1)([CH3:4])([CH3:3])[CH3:2].[H-].[Na+].C[C:29]1[C:30]([C:37]([OH:39])=[O:38])=[N:31][C:32]([CH2:35]Cl)=[CH:33][CH:34]=1.O.[CH3:41]N(C)C=O. Product: [C:1]([O:5][C:6]([NH:7][C:8]1[CH:13]=[C:12]([O:14][CH3:15])[CH:11]=[CH:10][C:9]=1[CH:16]([C:17](=[O:24])[C:18]1[CH:19]=[CH:20][CH:21]=[CH:22][CH:23]=1)[CH2:35][C:32]1[N:31]=[C:30]([C:37]([O:39][CH3:41])=[O:38])[CH:29]=[CH:34][CH:33]=1)=[O:25])([CH3:4])([CH3:2])[CH3:3]. The catalyst class is: 13. (2) Reactant: [C:1](OC(=O)C)(=[O:3])[CH3:2].[NH2:8][C:9]1[N:13]([CH2:14][C:15]([O:17][CH2:18][CH3:19])=[O:16])[N:12]=[C:11]([C:20]2[CH:25]=[CH:24][CH:23]=[CH:22][CH:21]=2)[CH:10]=1. Product: [C:1]([NH:8][C:9]1[N:13]([CH2:14][C:15]([O:17][CH2:18][CH3:19])=[O:16])[N:12]=[C:11]([C:20]2[CH:25]=[CH:24][CH:23]=[CH:22][CH:21]=2)[CH:10]=1)(=[O:3])[CH3:2]. The catalyst class is: 17. (3) Reactant: COC[O:4][C:5]1[CH:10]=[C:9]([O:11]COC)[CH:8]=[CH:7][C:6]=1[CH:15]1[CH2:20][CH2:19][CH2:18][CH:17]([C:21]([NH:23][CH2:24][CH3:25])=[O:22])[CH2:16]1. Product: [OH:4][C:5]1[CH:10]=[C:9]([OH:11])[CH:8]=[CH:7][C:6]=1[CH:15]1[CH2:20][CH2:19][CH2:18][CH:17]([C:21]([NH:23][CH2:24][CH3:25])=[O:22])[CH2:16]1. The catalyst class is: 5. (4) Reactant: [F:1][C:2]1[CH:9]=[CH:8][C:5]([CH:6]=O)=[CH:4][CH:3]=1.C([O-])(=O)C.[Na+].C([BH3-])#N.[Na+].Cl.[CH2:20]([O:22][C:23](=[O:30])[CH2:24][CH:25]([NH2:29])[CH:26]1[CH2:28][CH2:27]1)[CH3:21]. Product: [CH2:20]([O:22][C:23](=[O:30])[CH2:24][CH:25]([CH:26]1[CH2:28][CH2:27]1)[NH:29][CH2:6][C:5]1[CH:8]=[CH:9][C:2]([F:1])=[CH:3][CH:4]=1)[CH3:21]. The catalyst class is: 5. (5) Reactant: [C:1]([C:3]1[O:7][C:6]([S:8]([N:11]2[C:15]([C:16]3[C:17]([F:22])=[N:18][CH:19]=[CH:20][CH:21]=3)=[C:14]([F:23])[C:13]([CH2:24][N:25](C)[C:26](=O)OC(C)(C)C)=[CH:12]2)(=[O:10])=[O:9])=[CH:5][CH:4]=1)#[N:2].[C:34]([O:37]CC)(=[O:36])[CH3:35].Cl.[C:41]([O:44]CC)(=[O:43])[CH3:42]. The catalyst class is: 41. Product: [C:41]([OH:44])(=[O:43])/[CH:42]=[CH:35]/[C:34]([OH:37])=[O:36].[F:23][C:14]1[C:13]([CH2:24][NH:25][CH3:26])=[CH:12][N:11]([S:8]([C:6]2[O:7][C:3]([C:1]#[N:2])=[CH:4][CH:5]=2)(=[O:10])=[O:9])[C:15]=1[C:16]1[C:17]([F:22])=[N:18][CH:19]=[CH:20][CH:21]=1. (6) Reactant: [CH:1]1([Mg]Br)[CH2:5][CH2:4][CH2:3][CH2:2]1.[O:8]1[CH2:10][C@@H:9]1[C:11]([O:13][CH3:14])=[O:12]. Product: [CH:1]1([CH2:10][C@@H:9]([OH:8])[C:11]([O:13][CH3:14])=[O:12])[CH2:5][CH2:4][CH2:3][CH2:2]1. The catalyst class is: 1. (7) Reactant: Cl.[NH2:2][OH:3].C([O-])(O)=O.[Na+].[C:9]1(/[CH:15]=[CH:16]/[S:17]([NH:20][C:21]2[CH:22]=[C:23]([CH:27]=[CH:28][C:29](Cl)=[O:30])[CH:24]=[CH:25][CH:26]=2)(=[O:19])=[O:18])[CH:14]=[CH:13][CH:12]=[CH:11][CH:10]=1. Product: [OH:3][NH:2][C:29](=[O:30])[CH:28]=[CH:27][C:23]1[CH:24]=[CH:25][CH:26]=[C:21]([NH:20][S:17](/[CH:16]=[CH:15]/[C:9]2[CH:14]=[CH:13][CH:12]=[CH:11][CH:10]=2)(=[O:19])=[O:18])[CH:22]=1. The catalyst class is: 7. (8) Reactant: [NH2:1][C:2]1[S:3][CH:4]=[C:5]2[C:10]=1[C:9](=[O:11])[N:8]([C:12]1[CH:17]=[CH:16][C:15]([Cl:18])=[CH:14][CH:13]=1)[N:7]=[C:6]2[C:19]([O:21][CH2:22][CH3:23])=[O:20].[Cl:24]N1C(=O)CCC1=O.O. Product: [NH2:1][C:2]1[S:3][C:4]([Cl:24])=[C:5]2[C:10]=1[C:9](=[O:11])[N:8]([C:12]1[CH:13]=[CH:14][C:15]([Cl:18])=[CH:16][CH:17]=1)[N:7]=[C:6]2[C:19]([O:21][CH2:22][CH3:23])=[O:20]. The catalyst class is: 9.